Dataset: Forward reaction prediction with 1.9M reactions from USPTO patents (1976-2016). Task: Predict the product of the given reaction. (1) Given the reactants [CH3:1][C:2]1[C:6]([CH:7]=O)=[C:5]([CH3:9])[O:4][N:3]=1.[CH3:10][O:11][CH2:12][CH2:13][NH2:14].[C:15]1(=[O:26])[O:21][C:19](=O)[C:18]2=[CH:22][CH:23]=[CH:24][CH:25]=[C:17]2[CH2:16]1.[CH3:27][O:28][C:29]1[CH:30]=[C:31]([CH:33]=[CH:34][CH:35]=1)[NH2:32], predict the reaction product. The product is: [CH3:1][C:2]1[C:6]([CH:7]2[CH:16]([C:15]([NH:32][C:31]3[CH:33]=[CH:34][CH:35]=[C:29]([O:28][CH3:27])[CH:30]=3)=[O:26])[C:17]3[C:18](=[CH:22][CH:23]=[CH:24][CH:25]=3)[C:19](=[O:21])[N:14]2[CH2:13][CH2:12][O:11][CH3:10])=[C:5]([CH3:9])[O:4][N:3]=1. (2) Given the reactants [Br:1][C:2]1[CH:3]=[CH:4][C:5]([F:19])=[C:6]([C:8]2([CH3:18])[C:14]([F:16])([F:15])[CH2:13][O:12][CH2:11][C:10](=O)[NH:9]2)[CH:7]=1.COC1C=CC(P2(SP(C3C=CC(OC)=CC=3)(=S)S2)=[S:29])=CC=1, predict the reaction product. The product is: [Br:1][C:2]1[CH:3]=[CH:4][C:5]([F:19])=[C:6]([C:8]2([CH3:18])[C:14]([F:16])([F:15])[CH2:13][O:12][CH2:11][C:10](=[S:29])[NH:9]2)[CH:7]=1.